From a dataset of Forward reaction prediction with 1.9M reactions from USPTO patents (1976-2016). Predict the product of the given reaction. (1) Given the reactants [Br:1][CH2:2][CH2:3][CH2:4][N:5]1[C:13](=[O:14])[C:12]2[C:7](=[CH:8][CH:9]=[CH:10][CH:11]=2)[C:6]1=[O:15].[C:16]1([P:22]([C:29]2[CH:34]=[CH:33][CH:32]=[CH:31][CH:30]=2)[C:23]2[CH:28]=[CH:27][CH:26]=[CH:25][CH:24]=2)[CH:21]=[CH:20][CH:19]=[CH:18][CH:17]=1, predict the reaction product. The product is: [Br-:1].[O:15]=[C:6]1[C:7]2[C:12](=[CH:11][CH:10]=[CH:9][CH:8]=2)[C:13](=[O:14])[N:5]1[CH2:4][CH2:3][CH2:2][P+:22]([C:23]1[CH:24]=[CH:25][CH:26]=[CH:27][CH:28]=1)([C:29]1[CH:34]=[CH:33][CH:32]=[CH:31][CH:30]=1)[C:16]1[CH:17]=[CH:18][CH:19]=[CH:20][CH:21]=1. (2) Given the reactants [CH3:1][O:2][C:3]([C:5]1[N:6]([NH2:23])[C:7](=[O:22])[C:8]2[C:13]([C:14]=1[C:15]1[CH:20]=[CH:19][CH:18]=[CH:17][CH:16]=1)=[CH:12][C:11]([Cl:21])=[CH:10][CH:9]=2)=[O:4].[CH:24](=O)[CH2:25][CH:26]([CH3:28])[CH3:27], predict the reaction product. The product is: [CH3:1][O:2][C:3]([C:5]1[N:6]([N:23]=[CH:24][CH2:25][CH:26]([CH3:28])[CH3:27])[C:7](=[O:22])[C:8]2[C:13]([C:14]=1[C:15]1[CH:20]=[CH:19][CH:18]=[CH:17][CH:16]=1)=[CH:12][C:11]([Cl:21])=[CH:10][CH:9]=2)=[O:4]. (3) The product is: [CH2:9]([O:8][C:6]([C:5]1[C:4](=[O:20])[C:18]2[C:13](=[N:14][CH:15]=[CH:16][CH:17]=2)[N:12]([CH3:21])[CH:11]=1)=[O:7])[CH3:10]. Given the reactants C(O[C:4](=[O:20])[C:5](=[CH:11][NH:12][C:13]1[CH:18]=[CH:17][CH:16]=[C:15](C)[N:14]=1)[C:6]([O:8][CH2:9][CH3:10])=[O:7])C.[CH3:21]CCCCC, predict the reaction product. (4) The product is: [CH3:1][O:2][C:3]([N:5]1[CH2:6][CH2:7][CH:8]([CH:11]=[O:12])[CH2:9][CH2:10]1)=[O:4]. Given the reactants [CH3:1][O:2][C:3]([N:5]1[CH2:10][CH2:9][CH:8]([CH2:11][OH:12])[CH2:7][CH2:6]1)=[O:4].C(=O)(O)[O-].[Na+].[Br-].[Na+].Cl[O-].[Na+], predict the reaction product. (5) Given the reactants [CH3:1][C:2]1[CH:7]=[C:6]([CH3:8])[CH:5]=[C:4]([O:9]CC(C)=C)[C:3]=1[CH3:14].C(N(CC)[C:18]1[CH:23]=CC=C[CH:19]=1)C.Cl.[C:27](OCC)(=O)C, predict the reaction product. The product is: [CH3:27][C:5]1[C:6]([CH3:8])=[CH:7][C:2]([CH3:1])=[C:3]([CH2:14][C:18]([CH3:23])=[CH2:19])[C:4]=1[OH:9]. (6) The product is: [F:1][C:2]1[CH:3]=[C:4]2[C:8](=[CH:9][CH:10]=1)[NH:7][CH:6]=[C:5]2[CH2:11][CH2:12][N:13]([CH2:26][CH2:27][CH3:28])[CH:14]1[CH2:23][C:22]2[C:17](=[CH:18][CH:19]=[CH:20][C:21]=2[O:24][CH3:25])[O:16][CH2:15]1. Given the reactants [F:1][C:2]1[CH:3]=[C:4]2[C:8](=[CH:9][CH:10]=1)[NH:7][CH:6]=[C:5]2[CH2:11][CH2:12][NH:13][CH:14]1[CH2:23][C:22]2[C:17](=[CH:18][CH:19]=[CH:20][C:21]=2[O:24][CH3:25])[O:16][CH2:15]1.[CH:26](=O)[CH2:27][CH3:28].C(O)(=O)C.C([BH3-])#N.[Na+], predict the reaction product. (7) Given the reactants [NH2:1][CH:2]([C:6]([C:9]1[C:17]2[C:12](=[N:13][CH:14]=[CH:15][CH:16]=2)[N:11]([CH2:18][C:19]2[CH:24]=[CH:23][C:22]([F:25])=[CH:21][CH:20]=2)[CH:10]=1)([CH3:8])[CH3:7])[C:3]([OH:5])=[O:4].[CH2:26]=O, predict the reaction product. The product is: [F:25][C:22]1[CH:21]=[CH:20][C:19]([CH2:18][N:11]2[C:10]3[CH2:26][NH:1][CH:2]([C:3]([OH:5])=[O:4])[C:6]([CH3:8])([CH3:7])[C:9]=3[C:17]3[C:12]2=[N:13][CH:14]=[CH:15][CH:16]=3)=[CH:24][CH:23]=1. (8) Given the reactants [C:1]([O:5][C:6](=[O:31])[NH:7][C:8]1[CH:13]=[CH:12][C:11]([CH2:14][CH2:15][C:16]2[N:17]=[C:18]([NH:27][C:28](=[O:30])[CH3:29])[S:19][C:20]=2[C:21](N(OC)C)=[O:22])=[CH:10][CH:9]=1)([CH3:4])([CH3:3])[CH3:2].[H-].[Al+3].[Li+].[H-].[H-].[H-].C(C(C(C([O-])=O)O)O)([O-])=O.[K+].[Na+], predict the reaction product. The product is: [C:28]([NH:27][C:18]1[S:19][C:20]([CH:21]=[O:22])=[C:16]([CH2:15][CH2:14][C:11]2[CH:12]=[CH:13][C:8]([NH:7][C:6](=[O:31])[O:5][C:1]([CH3:2])([CH3:3])[CH3:4])=[CH:9][CH:10]=2)[N:17]=1)(=[O:30])[CH3:29].